Dataset: Full USPTO retrosynthesis dataset with 1.9M reactions from patents (1976-2016). Task: Predict the reactants needed to synthesize the given product. Given the product [Br:19][C:2]1[CH:3]=[C:4]([CH:8]=[C:9]([C:11]([F:14])([F:13])[F:12])[CH:10]=1)[C:5]([OH:7])=[O:6], predict the reactants needed to synthesize it. The reactants are: N[C:2]1[CH:3]=[C:4]([CH:8]=[C:9]([C:11]([F:14])([F:13])[F:12])[CH:10]=1)[C:5]([OH:7])=[O:6].N([O-])=O.[Na+].[BrH:19].